Task: Regression/Classification. Given a drug SMILES string, predict its absorption, distribution, metabolism, or excretion properties. Task type varies by dataset: regression for continuous measurements (e.g., permeability, clearance, half-life) or binary classification for categorical outcomes (e.g., BBB penetration, CYP inhibition). For this dataset (lipophilicity_astrazeneca), we predict Y.. Dataset: Experimental lipophilicity measurements (octanol/water distribution) for 4,200 compounds from AstraZeneca (1) The compound is COc1ccc(OC)c(-c2cccc3c(N)c(C(=O)NC4(C)CCC4)nnc23)c1. The Y is 4.48 logD. (2) The drug is O=C(Nc1ccccc1F)NC1N=C(c2ccccc2)c2ccccc2NC1=O. The Y is 3.80 logD. (3) The molecule is O=C(O)c1cncc(-c2cnc3[nH]c(C(=O)NC4CC4)cc3c2-n2ccc(C(F)(F)F)n2)c1. The Y is -0.980 logD. (4) The compound is COc1cc(N2CC3CN(CCO)CC(C2)O3)ccc1Nc1ncc(Cl)c(-c2cnc3ccccn23)n1. The Y is 2.50 logD.